Dataset: Forward reaction prediction with 1.9M reactions from USPTO patents (1976-2016). Task: Predict the product of the given reaction. (1) The product is: [Br:1][CH2:2][C:3]1[CH:8]=[CH:7][C:6]([C:9]2[N:13]=[CH:12][O:11][N:10]=2)=[CH:5][C:4]=1[F:14]. Given the reactants [Br:1][CH:2](Br)[C:3]1[CH:8]=[CH:7][C:6]([C:9]2[N:13]=[CH:12][O:11][N:10]=2)=[CH:5][C:4]=1[F:14].C(N(C(C)C)CC)(C)C.P([O-])(OCC)OCC, predict the reaction product. (2) Given the reactants [CH3:1][O:2][C:3]1[N:8]=[CH:7][C:6]([C:9]2([CH2:16][CH2:17][C:18](OCC)=[O:19])[CH2:14][CH2:13][C:12](=O)[NH:11][CH2:10]2)=[CH:5][CH:4]=1.[H-].[Al+3].[Li+].[H-].[H-].[H-].S([O-])([O-])(=O)=O.[Na+].[Na+], predict the reaction product. The product is: [CH3:1][O:2][C:3]1[N:8]=[CH:7][C:6]([C:9]2([CH2:16][CH2:17][CH2:18][OH:19])[CH2:14][CH2:13][CH2:12][NH:11][CH2:10]2)=[CH:5][CH:4]=1. (3) Given the reactants [NH:1]1[CH:5]=[CH:4][N:3]=[C:2]1[C:6]1[NH:7][CH:8]=[CH:9][N:10]=1.Br[C:12]1[CH:17]=[CH:16][C:15]([N:18]2[C:31]3[CH:30]=[CH:29][CH:28]=[CH:27][C:26]=3[S:25][C:24]3[C:19]2=[CH:20][CH:21]=[CH:22][CH:23]=3)=[CH:14][CH:13]=1.C([O-])([O-])=O.[Cs+].[Cs+], predict the reaction product. The product is: [CH:20]1[C:19]2[N:18]([C:15]3[CH:14]=[CH:13][C:12]([N:1]4[CH:5]=[CH:4][N:3]=[C:2]4[C:6]4[N:10]([C:12]5[CH:13]=[CH:14][C:15]([N:18]6[C:31]7[CH:30]=[CH:29][CH:28]=[CH:27][C:26]=7[S:25][C:24]7[C:19]6=[CH:20][CH:21]=[CH:22][CH:23]=7)=[CH:16][CH:17]=5)[CH:9]=[CH:8][N:7]=4)=[CH:17][CH:16]=3)[C:31]3[C:26](=[CH:27][CH:28]=[CH:29][CH:30]=3)[S:25][C:24]=2[CH:23]=[CH:22][CH:21]=1. (4) The product is: [NH2:2][C:1]([CH2:3][CH2:4][CH2:5][CH2:6][CH2:7][B:8]([OH:14])[OH:9])=[O:22]. Given the reactants [C:1]([CH2:3][CH2:4][CH2:5][CH2:6][CH2:7][B:8]([O:14]CCCC)[O:9]CCCC)#[N:2].[OH-].[K+].S(=O)(=O)(O)[OH:22], predict the reaction product. (5) Given the reactants C[O:2][C:3]1[C:4]([CH3:38])=[C:5]([C:29]([O:36]C)=[C:30]([O:34][CH3:35])[C:31]=1[O:32][CH3:33])[CH2:6][C:7]1[CH:8]=[CH:9][C:10]([O:21][CH2:22][C:23]2[CH:24]=[N:25][CH:26]=[CH:27][CH:28]=2)=[C:11]([CH:20]=1)[C:12]([N:14]1[CH2:19][CH2:18][CH2:17][CH2:16][CH2:15]1)=[O:13].O=[N+]([O-])[O-].[O-][N+](=O)[O-].[O-][N+](=O)[O-].[O-][N+](=O)[O-].[O-][N+](=O)[O-].[O-][N+](=O)[O-].[Ce+4].[NH4+].[NH4+], predict the reaction product. The product is: [CH3:33][O:32][C:31]1[C:3](=[O:2])[C:4]([CH3:38])=[C:5]([CH2:6][C:7]2[CH:8]=[CH:9][C:10]([O:21][CH2:22][C:23]3[CH:24]=[N:25][CH:26]=[CH:27][CH:28]=3)=[C:11]([CH:20]=2)[C:12]([N:14]2[CH2:19][CH2:18][CH2:17][CH2:16][CH2:15]2)=[O:13])[C:29](=[O:36])[C:30]=1[O:34][CH3:35]. (6) Given the reactants [Cl:1][C:2]1[CH:9]=[C:8]([N:10]2[CH:14]([CH2:15][OH:16])[C:13](=[O:17])[C:12]([CH3:19])([CH3:18])[C:11]2=[O:20])[CH:7]=[CH:6][C:3]=1[C:4]#[N:5].C([BH-](C(CC)C)C(CC)C)(CC)C.[Li+].C1COCC1, predict the reaction product. The product is: [Cl:1][C:2]1[CH:9]=[C:8]([N:10]2[C@H:14]([CH2:15][OH:16])[C@H:13]([OH:17])[C:12]([CH3:18])([CH3:19])[C:11]2=[O:20])[CH:7]=[CH:6][C:3]=1[C:4]#[N:5]. (7) Given the reactants [C:1]([C:5]1[CH:6]=[C:7]([P:17](=O)([C:25]2[CH:30]=[C:29]([C:31]([CH3:34])([CH3:33])[CH3:32])[C:28]([O:35][CH3:36])=[C:27]([C:37]([CH3:40])([CH3:39])[CH3:38])[CH:26]=2)[C:18]2[CH:23]=[CH:22][CH:21]=[CH:20][C:19]=2[Br:24])[CH:8]=[C:9]([C:13]([CH3:16])([CH3:15])[CH3:14])[C:10]=1[O:11][CH3:12])([CH3:4])([CH3:3])[CH3:2].Cl[SiH](Cl)Cl.[OH-].[Na+], predict the reaction product. The product is: [C:13]([C:9]1[CH:8]=[C:7]([P:17]([C:25]2[CH:30]=[C:29]([C:31]([CH3:34])([CH3:33])[CH3:32])[C:28]([O:35][CH3:36])=[C:27]([C:37]([CH3:40])([CH3:39])[CH3:38])[CH:26]=2)[C:18]2[CH:23]=[CH:22][CH:21]=[CH:20][C:19]=2[Br:24])[CH:6]=[C:5]([C:1]([CH3:4])([CH3:3])[CH3:2])[C:10]=1[O:11][CH3:12])([CH3:14])([CH3:15])[CH3:16].